This data is from B-cell epitopes from IEDB database with 3,159 antigens for binding position prediction. The task is: Token-level Classification. Given an antigen amino acid sequence, predict which amino acid positions are active epitope sites capable of antibody binding. Output is a list of indices for active positions. (1) Given the antigen sequence: MVLSAAPVLLLALAALVSSQGQTPLGTELGPQMLRELQETNAALQDVRELLRQQVKEITFLKNTVMECDACGMQPARTPRVSVRPLAQCAPGSCFPGVACTQTASGARCGPCPAGFTGNGPYCADVNECNANPCFPRVRCINTSPGFRCEACPPGYSGPTHEGVGMAFAKANKQVCTDIDECETGQHNCVPNSVCINTQGSFQCGPCQPGFVGDQASGCRPRAQRFCPDGTPSPCHEKADCVLERDGSRSCVCAVGWAGNGLLCGRDTDLDGFPDEKLRCSERQCRKDNCVTVPNSGQEDADRDGIGDACDTDADGDGVPNEGDNCPLVRNPDQRNTDGDKWGDACDNCRSQKNDDQKDTDQDGRGDACDDDIDGDRIRNAVDNCPRVPNSDQKDSDGDGIGDVCDNCPQKSNPDQRDVDHDFVGDACDSDQDKDGDGHQDSRDNCPTVPNSAQQDSDSDGQGDACDEDDDNDGVPDSRDNCRLVPNPGQEDADRDGVGD..., which amino acid positions are active epitope sites? The epitope positions are: [167, 168, 169, 170, 171, 172, 173, 174, 175, 176, 177, 178]. The amino acids at these positions are: FAKANKQVCTDI. (2) Given the antigen sequence: DKKTEETTLLEDRILTTRNGHTTSTTQSSVGVTYGYSTEEDHVAGPNTSGLETRVVQAERFFKKFLFDWTTDKPFGHLTKLELPTDHHGVFGHLVDSYAYMRNGWDVEVSAVGNQFNGGCLLVAMVPEWKEFDTREKYQLTLFPHQFISPRTNMTAHITVRYLGVNRYDQYKKHKPWTLVVMVLSPLTVSNTAATQIKVYANIAPTYVHVAGELPSKE, which amino acid positions are active epitope sites? The epitope positions are: [0, 1, 2, 3, 4, 5, 6, 7, 8, 9, 10, 11, 12, 13, 14]. The amino acids at these positions are: DKKTEETTLLEDRIL.